Task: Predict the reactants needed to synthesize the given product.. Dataset: Full USPTO retrosynthesis dataset with 1.9M reactions from patents (1976-2016) (1) Given the product [I:1][CH2:2][C:3](=[O:4])[NH:10][CH2:11][CH2:12][O:13][CH2:14][CH2:15][O:16][CH2:17][CH2:18][O:19][CH2:20][CH2:21][O:22][CH2:23][CH2:24][C:25](=[O:92])[NH:26][CH2:27][C:28]#[C:29][C:30]1[CH:31]=[C:32]([CH2:64][O:65][C:66]2[C:67]([O:90][CH3:91])=[CH:68][C:69]3[C:75](=[O:76])[N:74]4[CH:77]=[C:78]([CH3:80])[CH2:79][C@H:73]4[C@H:72]([OH:81])[N:71]([C:82]([O:84][C:85]([CH3:88])([CH3:87])[CH3:86])=[O:83])[C:70]=3[CH:89]=2)[CH:33]=[C:34]([CH2:36][O:37][C:38]2[C:39]([O:62][CH3:63])=[CH:40][C:41]3[C:47](=[O:48])[N:46]4[CH:49]=[C:50]([CH3:52])[CH2:51][C@H:45]4[C@H:44]([OH:53])[N:43]([C:54]([O:56][C:57]([CH3:59])([CH3:60])[CH3:58])=[O:55])[C:42]=3[CH:61]=2)[CH:35]=1, predict the reactants needed to synthesize it. The reactants are: [I:1][CH2:2][C:3](O[C:3](=[O:4])[CH2:2][I:1])=[O:4].[NH2:10][CH2:11][CH2:12][O:13][CH2:14][CH2:15][O:16][CH2:17][CH2:18][O:19][CH2:20][CH2:21][O:22][CH2:23][CH2:24][C:25](=[O:92])[NH:26][CH2:27][C:28]#[C:29][C:30]1[CH:31]=[C:32]([CH2:64][O:65][C:66]2[C:67]([O:90][CH3:91])=[CH:68][C:69]3[C:75](=[O:76])[N:74]4[CH:77]=[C:78]([CH3:80])[CH2:79][C@H:73]4[C@H:72]([OH:81])[N:71]([C:82]([O:84][C:85]([CH3:88])([CH3:87])[CH3:86])=[O:83])[C:70]=3[CH:89]=2)[CH:33]=[C:34]([CH2:36][O:37][C:38]2[C:39]([O:62][CH3:63])=[CH:40][C:41]3[C:47](=[O:48])[N:46]4[CH:49]=[C:50]([CH3:52])[CH2:51][C@H:45]4[C@H:44]([OH:53])[N:43]([C:54]([O:56][C:57]([CH3:60])([CH3:59])[CH3:58])=[O:55])[C:42]=3[CH:61]=2)[CH:35]=1. (2) Given the product [CH3:1][O:2][C:3]1[CH:4]=[CH:5][C:6]2[C:10]([O:11][C:12]3[CH:24]=[CH:23][C:15](/[CH:16]=[CH:17]/[C:18]4[N:22]([CH3:36])[N:21]=[N:20][N:19]=4)=[CH:14][CH:13]=3)=[C:9]([C:25]3[CH:30]=[CH:29][C:28]([O:31][CH3:32])=[CH:27][CH:26]=3)[S:8][C:7]=2[CH:33]=1.[CH3:1][O:2][C:3]1[CH:4]=[CH:5][C:6]2[C:10]([O:11][C:12]3[CH:24]=[CH:23][C:15](/[CH:16]=[CH:17]/[C:18]4[N:22]=[N:21][N:20]([CH3:36])[N:19]=4)=[CH:14][CH:13]=3)=[C:9]([C:25]3[CH:30]=[CH:29][C:28]([O:31][CH3:32])=[CH:27][CH:26]=3)[S:8][C:7]=2[CH:33]=1, predict the reactants needed to synthesize it. The reactants are: [CH3:1][O:2][C:3]1[CH:4]=[CH:5][C:6]2[C:10]([O:11][C:12]3[CH:24]=[CH:23][C:15](/[CH:16]=[CH:17]/[C:18]4[N:19]=[N:20][NH:21][N:22]=4)=[CH:14][CH:13]=3)=[C:9]([C:25]3[CH:30]=[CH:29][C:28]([O:31][CH3:32])=[CH:27][CH:26]=3)[S:8][C:7]=2[CH:33]=1.IC.[C:36]([O-])([O-])=O.[K+].[K+]. (3) Given the product [CH3:45][C:17]1[N:16]([C:13]2[CH:12]=[CH:11][C:10]([O:9][CH:5]3[CH2:6][CH2:7][CH2:8][C:2](=[O:1])[CH2:3][CH2:4]3)=[CH:15][CH:14]=2)[C:21](=[O:22])[C:20]([CH2:23][C:24]2[CH:29]=[CH:28][C:27]([C:30]3[CH:35]=[CH:34][CH:33]=[CH:32][C:31]=3[C:36]3[NH:40][C:39](=[O:41])[O:38][N:37]=3)=[CH:26][CH:25]=2)=[C:19]([CH2:42][CH2:43][CH3:44])[N:18]=1, predict the reactants needed to synthesize it. The reactants are: [OH:1][CH:2]1[CH2:8][CH2:7][CH2:6][CH:5]([O:9][C:10]2[CH:15]=[CH:14][C:13]([N:16]3[C:21](=[O:22])[C:20]([CH2:23][C:24]4[CH:29]=[CH:28][C:27]([C:30]5[CH:35]=[CH:34][CH:33]=[CH:32][C:31]=5[C:36]5[NH:40][C:39](=[O:41])[O:38][N:37]=5)=[CH:26][CH:25]=4)=[C:19]([CH2:42][CH2:43][CH3:44])[N:18]=[C:17]3[CH3:45])=[CH:12][CH:11]=2)[CH2:4][CH2:3]1.CC(OI1(OC(C)=O)(OC(C)=O)OC(=O)C2C1=CC=CC=2)=O.C(OCC)(=O)C.S([O-])([O-])(=O)=S.[Na+].[Na+]. (4) The reactants are: [Br:1][C:2]1[CH:7]=[C:6]([S:8]([CH3:11])(=[O:10])=[O:9])[CH:5]=[CH:4][C:3]=1[OH:12].[C:13]([O-])([O-])=O.[K+].[K+].CI.CCOC(C)=O. Given the product [Br:1][C:2]1[CH:7]=[C:6]([S:8]([CH3:11])(=[O:9])=[O:10])[CH:5]=[CH:4][C:3]=1[O:12][CH3:13], predict the reactants needed to synthesize it. (5) Given the product [CH3:17][CH:15]([CH2:14][CH2:13][CH2:12][C@H:11]([C@@H:10]1[C@:19]2([CH3:29])[C@H:7]([C:6]3[CH2:5][CH2:4][C@@:3]4([OH:1])[C@:23]([C:22]=3[CH2:21][CH2:20]2)([CH3:28])[CH2:24][CH2:25][C@H:26]([OH:27])[CH2:2]4)[CH2:8][CH2:9]1)[CH3:18])[CH3:16], predict the reactants needed to synthesize it. The reactants are: [O:1]1[C@@:3]23[C@:23]([CH3:28])([CH2:24][CH2:25][C:26](=[O:27])[C@@H:2]12)[C:22]1[CH2:21][CH2:20][C@@:19]2([CH3:29])[C@@H:7]([CH2:8][CH2:9][C@@H:10]2[C@H:11]([CH3:18])[CH2:12][CH2:13][CH2:14][CH:15]([CH3:17])[CH3:16])[C:6]=1[CH2:5][CH2:4]3. (6) Given the product [Br:9][C:10]1[CH:11]=[CH:12][C:13]([F:23])=[C:14]([C:16](=[N:2][OH:3])[C:17]([O:19][CH2:20][CH3:21])=[O:18])[CH:15]=1, predict the reactants needed to synthesize it. The reactants are: Cl.[NH2:2][OH:3].C([O-])(=O)C.[Na+].[Br:9][C:10]1[CH:11]=[CH:12][C:13]([F:23])=[C:14]([C:16](=O)[C:17]([O:19][CH2:20][CH3:21])=[O:18])[CH:15]=1. (7) Given the product [CH3:16][C:3]1[CH:4]=[C:5]([CH:13]=[C:14]([CH3:15])[C:2]=1[B:26]1[O:30][C:29]([CH3:32])([CH3:31])[C:28]([CH3:34])([CH3:33])[O:27]1)[O:6][CH:7]1[CH2:12][CH2:11][CH2:10][CH2:9][O:8]1, predict the reactants needed to synthesize it. The reactants are: Br[C:2]1[C:14]([CH3:15])=[CH:13][C:5]([O:6][CH:7]2[CH2:12][CH2:11][CH2:10][CH2:9][O:8]2)=[CH:4][C:3]=1[CH3:16].C([Li])CCC.C(O[B:26]1[O:30][C:29]([CH3:32])([CH3:31])[C:28]([CH3:34])([CH3:33])[O:27]1)(C)C. (8) Given the product [Cl:40][C:15]1[CH:16]=[C:17]([CH:34]=[C:35]([C:36]([F:38])([F:37])[F:39])[C:14]=1[CH2:13][N:11]1[CH2:12][CH:9]([NH:8][S:3](=[O:5])(=[O:4])[N:2]([CH3:7])[CH3:1])[CH2:10]1)[C:18]([NH:20][CH2:21][C:22]1[CH:27]=[C:26]([Cl:28])[CH:25]=[CH:24][C:23]=1[S:29]([CH2:32][CH3:33])(=[O:31])=[O:30])=[O:19], predict the reactants needed to synthesize it. The reactants are: [CH3:1][N:2]([CH3:7])[S:3](Cl)(=[O:5])=[O:4].[NH2:8][CH:9]1[CH2:12][N:11]([CH2:13][C:14]2[C:35]([C:36]([F:39])([F:38])[F:37])=[CH:34][C:17]([C:18]([NH:20][CH2:21][C:22]3[CH:27]=[C:26]([Cl:28])[CH:25]=[CH:24][C:23]=3[S:29]([CH2:32][CH3:33])(=[O:31])=[O:30])=[O:19])=[CH:16][C:15]=2[Cl:40])[CH2:10]1.O.